Dataset: Full USPTO retrosynthesis dataset with 1.9M reactions from patents (1976-2016). Task: Predict the reactants needed to synthesize the given product. (1) Given the product [F:1][C:2]1[C:3]([OH:28])=[C:4]([C:8]2[N:13]([CH2:14][CH2:15][C:16]3[CH:17]=[CH:18][CH:19]=[CH:20][CH:21]=3)[C:12](=[O:22])[C:11]([CH2:23][CH:24]([CH3:25])[CH3:26])=[C:10]([CH3:27])[N:9]=2)[CH:5]=[CH:6][CH:7]=1, predict the reactants needed to synthesize it. The reactants are: [F:1][C:2]1[C:3]([O:28]CC2C=CC=CC=2)=[C:4]([C:8]2[N:13]([CH2:14][CH2:15][C:16]3[CH:21]=[CH:20][CH:19]=[CH:18][CH:17]=3)[C:12](=[O:22])[C:11]([CH2:23][CH:24]([CH3:26])[CH3:25])=[C:10]([CH3:27])[N:9]=2)[CH:5]=[CH:6][CH:7]=1.B(Br)(Br)Br. (2) Given the product [CH3:1][O:2][C:3](=[O:26])[CH2:4][CH2:5][C:6]1[CH:11]=[C:10]([Br:12])[C:9]([O:13][C:14]2[CH:15]=[C:16](/[CH:35]=[CH:34]/[C:36]3[CH:41]=[CH:40][N:39]=[CH:38][CH:37]=3)[C:17]([OH:23])=[C:18]([CH:20]([CH3:22])[CH3:21])[CH:19]=2)=[C:8]([Br:25])[CH:7]=1, predict the reactants needed to synthesize it. The reactants are: [CH3:1][O:2][C:3](=[O:26])[CH2:4][CH2:5][C:6]1[CH:11]=[C:10]([Br:12])[C:9]([O:13][C:14]2[CH:19]=[C:18]([CH:20]([CH3:22])[CH3:21])[C:17]([OH:23])=[C:16](I)[CH:15]=2)=[C:8]([Br:25])[CH:7]=1.C(N(CC)CC)C.[CH:34]([C:36]1[CH:41]=[CH:40][N:39]=[CH:38][CH:37]=1)=[CH2:35].